This data is from NCI-60 drug combinations with 297,098 pairs across 59 cell lines. The task is: Regression. Given two drug SMILES strings and cell line genomic features, predict the synergy score measuring deviation from expected non-interaction effect. (1) Drug 1: CCC(=C(C1=CC=CC=C1)C2=CC=C(C=C2)OCCN(C)C)C3=CC=CC=C3.C(C(=O)O)C(CC(=O)O)(C(=O)O)O. Drug 2: CC1=C(C=C(C=C1)C(=O)NC2=CC(=CC(=C2)C(F)(F)F)N3C=C(N=C3)C)NC4=NC=CC(=N4)C5=CN=CC=C5. Cell line: NCI-H226. Synergy scores: CSS=-1.37, Synergy_ZIP=1.98, Synergy_Bliss=1.86, Synergy_Loewe=-1.20, Synergy_HSA=-1.65. (2) Drug 1: CC1OCC2C(O1)C(C(C(O2)OC3C4COC(=O)C4C(C5=CC6=C(C=C35)OCO6)C7=CC(=C(C(=C7)OC)O)OC)O)O. Drug 2: CN(CCCl)CCCl.Cl. Cell line: NCI-H322M. Synergy scores: CSS=0.479, Synergy_ZIP=-0.201, Synergy_Bliss=-4.19, Synergy_Loewe=-7.96, Synergy_HSA=-7.59. (3) Drug 1: C1=C(C(=O)NC(=O)N1)N(CCCl)CCCl. Drug 2: CC1=CC=C(C=C1)C2=CC(=NN2C3=CC=C(C=C3)S(=O)(=O)N)C(F)(F)F. Cell line: HS 578T. Synergy scores: CSS=11.6, Synergy_ZIP=-2.81, Synergy_Bliss=3.26, Synergy_Loewe=-1.55, Synergy_HSA=1.30. (4) Drug 1: C1C(C(OC1N2C=C(C(=O)NC2=O)F)CO)O. Drug 2: CCC1=C2CN3C(=CC4=C(C3=O)COC(=O)C4(CC)O)C2=NC5=C1C=C(C=C5)O. Cell line: A498. Synergy scores: CSS=29.1, Synergy_ZIP=-5.53, Synergy_Bliss=-4.13, Synergy_Loewe=-22.2, Synergy_HSA=-0.466. (5) Drug 1: CC12CCC3C(C1CCC2=O)CC(=C)C4=CC(=O)C=CC34C. Drug 2: CC(CN1CC(=O)NC(=O)C1)N2CC(=O)NC(=O)C2. Cell line: KM12. Synergy scores: CSS=52.9, Synergy_ZIP=5.64, Synergy_Bliss=6.39, Synergy_Loewe=7.47, Synergy_HSA=8.41. (6) Drug 1: COC1=NC(=NC2=C1N=CN2C3C(C(C(O3)CO)O)O)N. Drug 2: CC1=C(N=C(N=C1N)C(CC(=O)N)NCC(C(=O)N)N)C(=O)NC(C(C2=CN=CN2)OC3C(C(C(C(O3)CO)O)O)OC4C(C(C(C(O4)CO)O)OC(=O)N)O)C(=O)NC(C)C(C(C)C(=O)NC(C(C)O)C(=O)NCCC5=NC(=CS5)C6=NC(=CS6)C(=O)NCCC[S+](C)C)O. Cell line: CAKI-1. Synergy scores: CSS=42.6, Synergy_ZIP=-4.65, Synergy_Bliss=-7.43, Synergy_Loewe=-31.8, Synergy_HSA=-2.55.